This data is from Catalyst prediction with 721,799 reactions and 888 catalyst types from USPTO. The task is: Predict which catalyst facilitates the given reaction. (1) Reactant: [CH2:1]1[O:16][C:4]2([CH:11]3[CH2:12][CH:7]4[CH2:8][C:9]([CH2:14][OH:15])([CH2:13][CH:5]2[CH2:6]4)[CH2:10]3)[O:3][CH2:2]1.N1C=CC=CC=1.[F:23][C:24]([F:37])([F:36])[S:25](O[S:25]([C:24]([F:37])([F:36])[F:23])(=[O:27])=[O:26])(=[O:27])=[O:26].C(Cl)Cl. Product: [CH2:2]1[O:3][C:4]2([CH:5]3[CH2:6][CH:7]4[CH2:8][C:9]([CH2:14][O:15][S:25]([C:24]([F:37])([F:36])[F:23])(=[O:27])=[O:26])([CH2:10][CH:11]2[CH2:12]4)[CH2:13]3)[O:16][CH2:1]1. The catalyst class is: 6. (2) Reactant: [C:1]([CH:5]1[CH2:10][CH2:9][CH:8]([C:11]2[CH:12]=[C:13]([NH:17][C:18](=[O:29])[CH2:19][C:20]3[CH:25]=[CH:24][C:23]([OH:26])=[C:22]([O:27][CH3:28])[CH:21]=3)[CH:14]=[CH:15][CH:16]=2)[CH2:7][CH2:6]1)([CH3:4])([CH3:3])[CH3:2].Br[CH2:31][C:32]([O:34][CH2:35][CH3:36])=[O:33].C(=O)([O-])[O-].[K+].[K+]. Product: [C:1]([CH:5]1[CH2:10][CH2:9][CH:8]([C:11]2[CH:12]=[C:13]([NH:17][C:18](=[O:29])[CH2:19][C:20]3[CH:25]=[CH:24][C:23]([O:26][CH2:31][C:32]([O:34][CH2:35][CH3:36])=[O:33])=[C:22]([O:27][CH3:28])[CH:21]=3)[CH:14]=[CH:15][CH:16]=2)[CH2:7][CH2:6]1)([CH3:4])([CH3:2])[CH3:3]. The catalyst class is: 21. (3) Reactant: Cl.[NH:2]1[CH2:6][CH2:5][CH2:4][C@H:3]1[C:7]([O:9][CH2:10][C:11]1[CH:16]=[CH:15][CH:14]=[CH:13][CH:12]=1)=[O:8].[CH:17]([S:19]([C:22]1[CH:27]=[CH:26][CH:25]=[CH:24][CH:23]=1)(=[O:21])=[O:20])=[CH2:18]. Product: [C:22]1([S:19]([CH2:17][CH2:18][N:2]2[CH2:6][CH2:5][CH2:4][C@H:3]2[C:7]([O:9][CH2:10][C:11]2[CH:16]=[CH:15][CH:14]=[CH:13][CH:12]=2)=[O:8])(=[O:21])=[O:20])[CH:27]=[CH:26][CH:25]=[CH:24][CH:23]=1. The catalyst class is: 271. (4) Reactant: [NH2:1][C:2]1[N:7]=[CH:6][N:5]=[C:4]2[N:8]([CH2:24][CH2:25][NH:26][C:27](=[O:31])[CH2:28][C:29]#[N:30])[N:9]=[C:10]([C:11]3[CH:16]=[CH:15][C:14]([O:17][C:18]4[CH:23]=[CH:22][CH:21]=[CH:20][CH:19]=4)=[CH:13][CH:12]=3)[C:3]=12.[CH2:32]1[CH:34]([CH:35](O)C#N)[CH2:33]1.N1CCCCC1.O. Product: [NH2:1][C:2]1[N:7]=[CH:6][N:5]=[C:4]2[N:8]([CH2:24][CH2:25][NH:26][C:27](=[O:31])[C:28]([C:29]#[N:30])=[CH:35][CH:34]3[CH2:32][CH2:33]3)[N:9]=[C:10]([C:11]3[CH:16]=[CH:15][C:14]([O:17][C:18]4[CH:23]=[CH:22][CH:21]=[CH:20][CH:19]=4)=[CH:13][CH:12]=3)[C:3]=12. The catalyst class is: 5. (5) Reactant: [Br:1][C:2]1[CH:12]=[CH:11][C:5]2[NH:6][C:7]([CH2:9][CH3:10])=[N:8][C:4]=2[C:3]=1[Cl:13].C([O-])([O-])=O.[Cs+].[Cs+].Cl[CH2:21][C:22]1[N:26]=[C:25]([C:27]2[CH:32]=[CH:31][CH:30]=[C:29]([C:33]([F:36])([F:35])[F:34])[CH:28]=2)[O:24][N:23]=1. Product: [Br:1][C:2]1[CH:12]=[CH:11][C:5]2[N:6]([CH2:21][C:22]3[N:26]=[C:25]([C:27]4[CH:32]=[CH:31][CH:30]=[C:29]([C:33]([F:36])([F:34])[F:35])[CH:28]=4)[O:24][N:23]=3)[C:7]([CH2:9][CH3:10])=[N:8][C:4]=2[C:3]=1[Cl:13]. The catalyst class is: 3.